Dataset: Forward reaction prediction with 1.9M reactions from USPTO patents (1976-2016). Task: Predict the product of the given reaction. (1) The product is: [OH:8][C:4]1[CH:3]=[C:2]([NH:1][C:14](=[O:15])[O:13][C:10]([CH3:12])([CH3:11])[CH3:9])[CH:7]=[CH:6][CH:5]=1. Given the reactants [NH2:1][C:2]1[CH:3]=[C:4]([OH:8])[CH:5]=[CH:6][CH:7]=1.[CH3:9][C:10]([O:13][C:14](O[C:14]([O:13][C:10]([CH3:12])([CH3:11])[CH3:9])=[O:15])=[O:15])([CH3:12])[CH3:11], predict the reaction product. (2) Given the reactants C(N(N=O)[C:9](=[O:32])[CH:10]([N:14]1[C:18]2[CH:19]=[C:20]([F:24])[C:21]([F:23])=[CH:22][C:17]=2[N:16]=[C:15]1[C:25]1[CH:30]=[CH:29][C:28]([Cl:31])=[CH:27][CH:26]=1)[CH:11]1[CH2:13][CH2:12]1)C1C=CC=CC=1.[OH2:35].[OH-].[Li+].OO.Cl, predict the reaction product. The product is: [Cl:31][C:28]1[CH:29]=[CH:30][C:25]([C:15]2[N:14]([CH:10]([CH:11]3[CH2:13][CH2:12]3)[C:9]([OH:32])=[O:35])[C:18]3[CH:19]=[C:20]([F:24])[C:21]([F:23])=[CH:22][C:17]=3[N:16]=2)=[CH:26][CH:27]=1. (3) Given the reactants Cl[C:2]1[N:3]=[C:4]([NH:26][CH:27]2[CH2:31][CH2:30][CH2:29][CH2:28]2)[C:5]2[C:10]([C:11]3[CH:16]=[CH:15][C:14]([OH:17])=[CH:13][CH:12]=3)=[CH:9][N:8]([CH2:18][O:19][CH2:20][CH2:21][Si:22]([CH3:25])([CH3:24])[CH3:23])[C:6]=2[N:7]=1.[NH2:32][C:33]1[CH:42]=[CH:41][C:36]([C:37]([NH:39][CH3:40])=[O:38])=[CH:35][C:34]=1[O:43][CH3:44].C(=O)([O-])[O-].[K+].[K+].CC1(C)C2C=CC=C(P(C3C=CC=CC=3)C3C=CC=CC=3)C=2OC2C1=CC=CC=2P(C1C=CC=CC=1)C1C=CC=CC=1, predict the reaction product. The product is: [CH:27]1([NH:26][C:4]2[C:5]3[C:10]([C:11]4[CH:16]=[CH:15][C:14]([OH:17])=[CH:13][CH:12]=4)=[CH:9][N:8]([CH2:18][O:19][CH2:20][CH2:21][Si:22]([CH3:25])([CH3:24])[CH3:23])[C:6]=3[N:7]=[C:2]([NH:32][C:33]3[CH:42]=[CH:41][C:36]([C:37]([NH:39][CH3:40])=[O:38])=[CH:35][C:34]=3[O:43][CH3:44])[N:3]=2)[CH2:31][CH2:30][CH2:29][CH2:28]1.